Dataset: Full USPTO retrosynthesis dataset with 1.9M reactions from patents (1976-2016). Task: Predict the reactants needed to synthesize the given product. (1) Given the product [F:1][C:2]1[CH:7]=[CH:6][C:5]([C:8]2[O:20][C:11]3[CH:12]=[C:13]([N+:25]([O-:27])=[O:26])[C:14]4[O:18][CH:17]([CH3:19])[CH2:16][C:15]=4[C:10]=3[C:9]=2[C:21]([O:23][CH3:24])=[O:22])=[CH:4][CH:3]=1, predict the reactants needed to synthesize it. The reactants are: [F:1][C:2]1[CH:7]=[CH:6][C:5]([C:8]2[O:20][C:11]3[CH:12]=[CH:13][C:14]4[O:18][CH:17]([CH3:19])[CH2:16][C:15]=4[C:10]=3[C:9]=2[C:21]([O:23][CH3:24])=[O:22])=[CH:4][CH:3]=1.[N+:25]([O-])([OH:27])=[O:26]. (2) Given the product [CH2:1]([N:13]([CH2:21][C:22]1[N:24]=[C:39]([NH:38][C:37]2[C:32]([O:31][C:30]3[CH:41]=[CH:42][CH:43]=[CH:44][C:29]=3[C:25]([CH3:28])([CH3:26])[CH3:27])=[N:33][CH:34]=[CH:35][CH:36]=2)[S:40][N:23]=1)[CH3:10])[C:2]1[CH:3]=[CH:4][CH:5]=[CH:6][CH:7]=1, predict the reactants needed to synthesize it. The reactants are: [CH2:1](CN)[C:2]1[CH:7]=[CH:6][CH:5]=[CH:4][CH:3]=1.[CH:10]([N:13](C(C)C)CC)(C)C.Cl.Cl[CH2:21][C:22]([NH2:24])=[NH:23].[C:25]([C:29]1[CH:44]=[CH:43][CH:42]=[CH:41][C:30]=1[O:31][C:32]1[C:37]([N:38]=[C:39]=[S:40])=[CH:36][CH:35]=[CH:34][N:33]=1)([CH3:28])([CH3:27])[CH3:26].CCOC(/N=N/C(OCC)=O)=O. (3) Given the product [S:18]1[C:5]2[C:14]3[CH:13]=[CH:12][CH:11]=[CH:10][C:9]=3[N:8]=[CH:7][C:6]=2[N:15]=[C:17]1[SH:19], predict the reactants needed to synthesize it. The reactants are: CC(C)CN[C:5]1[C:14]2[C:9](=[CH:10][CH:11]=[CH:12][CH:13]=2)[N:8]=[CH:7][C:6]=1[NH2:15].[C:17](=[S:19])=[S:18].C(O)C. (4) The reactants are: [F:1][C:2]1[CH:7]=[CH:6][C:5]([C:8]2([C:18]([NH2:20])=O)[C:12]3[CH:13]=[CH:14][CH:15]=[CH:16][C:11]=3[C:10](=[O:17])[O:9]2)=[CH:4][CH:3]=1.[CH3:21][C:22]([NH2:26])([CH3:25])[CH2:23]N.C1(C)C=CC=CC=1. Given the product [F:1][C:2]1[CH:3]=[CH:4][C:5]([C:8]2([OH:9])[C:12]3[CH:13]=[CH:14][CH:15]=[CH:16][C:11]=3[C:10](=[O:17])[N:20]3[CH2:21][C:22]([CH3:25])([CH3:23])[N:26]=[C:18]23)=[CH:6][CH:7]=1, predict the reactants needed to synthesize it. (5) Given the product [CH:12]([C:10]1[O:11][C:7]2[CH:6]=[CH:5][C:4]([N+:1]([O-:3])=[O:2])=[CH:14][C:8]=2[CH:9]=1)=[O:13], predict the reactants needed to synthesize it. The reactants are: [N+:1]([C:4]1[CH:5]=[CH:6][C:7]2[O:11][C:10]([CH2:12][OH:13])=[CH:9][C:8]=2[CH:14]=1)([O-:3])=[O:2]. (6) Given the product [CH2:48]([O:50][C:51](=[O:54])[CH2:52][NH:53][C:13]([C:10]1[CH:9]=[C:8]([C:4]2[CH:5]=[CH:6][CH:7]=[C:2]([O:1][CH2:16][C:29]3[CH:28]=[CH:27][CH:26]=[CH:25][CH:30]=3)[CH:3]=2)[NH:12][N:11]=1)=[O:15])[CH3:49], predict the reactants needed to synthesize it. The reactants are: [OH:1][C:2]1[CH:3]=[C:4]([C:8]2[NH:12][N:11]=[C:10]([C:13]([OH:15])=O)[CH:9]=2)[CH:5]=[CH:6][CH:7]=1.[CH3:16]CN(C(C)C)C(C)C.[CH:25]1[CH:26]=[CH:27][C:28]2N(O)N=N[C:29]=2[CH:30]=1.CCN=C=NCCCN(C)C.Cl.Cl.[CH2:48]([O:50][C:51](=[O:54])[CH2:52][NH2:53])[CH3:49]. (7) Given the product [C:24]1([S:21]([C:20]2[CH:19]=[CH:18][S:17][C:16]=2[CH2:15][C:7]2[C:8]3[C:13](=[CH:12][CH:11]=[C:10]([Cl:14])[CH:9]=3)[N:5]([CH2:4][C:3]([OH:31])=[O:2])[C:6]=2[CH3:30])(=[O:23])=[O:22])[CH:29]=[CH:28][CH:27]=[CH:26][CH:25]=1, predict the reactants needed to synthesize it. The reactants are: C[O:2][C:3](=[O:31])[CH2:4][N:5]1[C:13]2[C:8](=[CH:9][C:10]([Cl:14])=[CH:11][CH:12]=2)[C:7]([CH2:15][C:16]2[S:17][CH:18]=[CH:19][C:20]=2[S:21]([C:24]2[CH:29]=[CH:28][CH:27]=[CH:26][CH:25]=2)(=[O:23])=[O:22])=[C:6]1[CH3:30].[OH-].[Li+].Cl.